From a dataset of Full USPTO retrosynthesis dataset with 1.9M reactions from patents (1976-2016). Predict the reactants needed to synthesize the given product. (1) Given the product [Br:35][C:36]1[CH:41]=[C:40]([F:42])[C:39]([Cl:43])=[C:38]([O:8][C:7]2[C:6]([F:9])=[C:5]([CH3:10])[CH:4]=[CH:3][C:2]=2[Cl:1])[CH:37]=1, predict the reactants needed to synthesize it. The reactants are: [Cl:1][C:2]1[C:7]([OH:8])=[C:6]([F:9])[C:5]([CH3:10])=[CH:4][CH:3]=1.C1OCCOCCOCCOCCOCCOC1.CC(C)([O-])C.[K+].[Br:35][C:36]1[CH:37]=[C:38](F)[C:39]([Cl:43])=[C:40]([F:42])[CH:41]=1. (2) Given the product [Cl:1][C:2]1[CH:3]=[CH:4][C:5]([O:8][CH:9]2[CH2:14][CH2:13][N:12]([S:25]([CH3:24])(=[O:27])=[O:26])[CH2:11][CH2:10]2)=[N:6][CH:7]=1, predict the reactants needed to synthesize it. The reactants are: [Cl:1][C:2]1[CH:3]=[CH:4][C:5]([O:8][CH:9]2[CH2:14][CH2:13][NH:12][CH2:11][CH2:10]2)=[N:6][CH:7]=1.C(N(C(C)C)CC)(C)C.[CH3:24][S:25](Cl)(=[O:27])=[O:26]. (3) Given the product [Cl:15][C:11]1[CH:12]=[C:13]2[C:8](=[C:9]([F:16])[CH:10]=1)[NH:7][C:6](=[O:17])[C:5]([C@@H:3]([NH:2][C:19]1[C:24](=[O:25])[N:23]([CH3:26])[C:22]([C:27]#[N:28])=[CH:21][CH:20]=1)[CH3:4])=[CH:14]2, predict the reactants needed to synthesize it. The reactants are: Cl.[NH2:2][C@H:3]([C:5]1[C:6](=[O:17])[NH:7][C:8]2[C:13]([CH:14]=1)=[CH:12][C:11]([Cl:15])=[CH:10][C:9]=2[F:16])[CH3:4].F[C:19]1[C:24](=[O:25])[N:23]([CH3:26])[C:22]([C:27]#[N:28])=[CH:21][CH:20]=1.CCN(C(C)C)C(C)C.O. (4) Given the product [C:1]([CH:3]([C:10]1[CH:15]=[CH:14][CH:13]=[CH:12][N:11]=1)[C:4]([O:6][CH2:7][CH3:8])=[O:5])#[N:2], predict the reactants needed to synthesize it. The reactants are: [C:1]([CH2:3][C:4]([O:6][CH2:7][CH3:8])=[O:5])#[N:2].Br[C:10]1[CH:15]=[CH:14][CH:13]=[CH:12][N:11]=1.CC([O-])(C)C.[K+].CC(O)=O. (5) Given the product [CH3:1][C:2]1[C:3]([CH2:4][OH:5])=[CH:8][CH:9]=[CH:10][N:11]=1, predict the reactants needed to synthesize it. The reactants are: [CH3:1][C:2]1[N:11]=[CH:10][CH:9]=[CH:8][C:3]=1[C:4](OC)=[O:5].[H-].[H-].[H-].[H-].[Li+].[Al+3].O.[OH-].[Na+]. (6) Given the product [N+:13]([C:16]1[CH:23]=[CH:22][CH:21]=[CH:20][C:17]=1[CH:18]=[N:11][C:8]1[CH:9]=[CH:10][C:5]([C:4]([O:3][CH2:1][CH3:2])=[O:12])=[CH:6][CH:7]=1)([O-:15])=[O:14], predict the reactants needed to synthesize it. The reactants are: [CH2:1]([O:3][C:4](=[O:12])[C:5]1[CH:10]=[CH:9][C:8]([NH2:11])=[CH:7][CH:6]=1)[CH3:2].[N+:13]([C:16]1[CH:23]=[CH:22][CH:21]=[CH:20][C:17]=1[CH:18]=O)([O-:15])=[O:14]. (7) Given the product [ClH:41].[C:1]1([C:35]2[CH:40]=[CH:39][CH:38]=[CH:37][CH:36]=2)[CH:2]=[C:3]([CH2:21][NH:22][CH2:23][CH2:24][CH2:25][NH:26][CH2:27][CH2:28][CH2:29][NH:30][CH2:31][CH:32]([CH3:33])[CH3:34])[CH:4]=[C:5]([CH2:7][NH:8][CH2:9][CH2:10][CH2:11][NH:12][CH2:13][CH2:14][CH2:15][NH:16][CH2:17][CH:18]([CH3:19])[CH3:20])[CH:6]=1, predict the reactants needed to synthesize it. The reactants are: [C:1]1([C:35]2[CH:40]=[CH:39][CH:38]=[CH:37][CH:36]=2)[CH:6]=[C:5]([CH2:7][NH:8][CH2:9][CH2:10][CH2:11][NH:12][CH2:13][CH2:14][CH2:15][NH:16][CH2:17][CH:18]([CH3:20])[CH3:19])[CH:4]=[C:3]([CH2:21][NH:22][CH2:23][CH2:24][CH2:25][NH:26][CH2:27][CH2:28][CH2:29][NH:30][CH2:31][CH:32]([CH3:34])[CH3:33])[CH:2]=1.[ClH:41]. (8) Given the product [C:45]([O:39][CH2:38][C@H:32]1[CH2:33][C@@H:34]([O:37][C:51](=[O:54])[CH3:41])[CH2:35][CH2:36][C@@:31]1([C@@H:21]1[C@@H:20]([CH2:19][O:18][Si:1]([C:14]([CH3:15])([CH3:16])[CH3:17])([C:8]2[CH:13]=[CH:12][CH:11]=[CH:10][CH:9]=2)[C:2]2[CH:3]=[CH:4][CH:5]=[CH:6][CH:7]=2)[C@H:28]2[C@@:24]([CH3:30])([C:25]([CH3:29])=[CH:26][CH2:27]2)[CH2:23][CH2:22]1)[CH3:40])(=[O:46])[CH3:44], predict the reactants needed to synthesize it. The reactants are: [Si:1]([O:18][CH2:19][C@H:20]1[C@H:28]2[C@@:24]([CH3:30])([C:25]([CH3:29])=[CH:26][CH2:27]2)[CH2:23][CH2:22][C@@H:21]1[C@@:31]1([CH3:40])[CH2:36][CH2:35][C@H:34]([OH:37])[CH2:33][C@@H:32]1[CH2:38][OH:39])([C:14]([CH3:17])([CH3:16])[CH3:15])([C:8]1[CH:13]=[CH:12][CH:11]=[CH:10][CH:9]=1)[C:2]1[CH:7]=[CH:6][CH:5]=[CH:4][CH:3]=1.[CH2:41](Cl)Cl.[CH3:44][C:45](OC(C)=O)=[O:46].[C:51]([O-:54])(O)=O.[Na+]. (9) Given the product [CH2:19]([N:26]([CH3:31])[CH2:27][CH2:28][N:29]([CH2:16][C:15]1[C:11]([C:8]2[CH:9]=[CH:10][C:5]([O:4][CH:1]([CH3:3])[CH3:2])=[CH:6][CH:7]=2)=[N:12][N:13]([CH3:18])[CH:14]=1)[CH3:30])[C:20]1[CH:25]=[CH:24][CH:23]=[CH:22][CH:21]=1, predict the reactants needed to synthesize it. The reactants are: [CH:1]([O:4][C:5]1[CH:10]=[CH:9][C:8]([C:11]2[C:15]([CH:16]=O)=[CH:14][N:13]([CH3:18])[N:12]=2)=[CH:7][CH:6]=1)([CH3:3])[CH3:2].[CH2:19]([N:26]([CH3:31])[CH2:27][CH2:28][NH:29][CH3:30])[C:20]1[CH:25]=[CH:24][CH:23]=[CH:22][CH:21]=1.[BH3-]C#N.[Na+].O.